This data is from Forward reaction prediction with 1.9M reactions from USPTO patents (1976-2016). The task is: Predict the product of the given reaction. (1) Given the reactants [CH:1]1([C:7]2[C:16]3[O:15][CH:14]([CH:17]([CH3:19])[CH3:18])[CH2:13][NH:12][C:11]=3[CH:10]=[CH:9][CH:8]=2)[CH2:6][CH2:5][CH2:4][CH2:3][CH2:2]1.N1C=CC=CC=1.[CH2:26]([O:28][C:29](=[O:35])/[CH:30]=[CH:31]/[C:32](Cl)=[O:33])[CH3:27].O, predict the reaction product. The product is: [CH2:26]([O:28][C:29](=[O:35])/[CH:30]=[CH:31]/[C:32]([N:12]1[C:11]2[CH:10]=[CH:9][CH:8]=[C:7]([CH:1]3[CH2:2][CH2:3][CH2:4][CH2:5][CH2:6]3)[C:16]=2[O:15][CH:14]([CH:17]([CH3:19])[CH3:18])[CH2:13]1)=[O:33])[CH3:27]. (2) Given the reactants [Cl:1][C:2]1[CH:3]=[C:4]([C:9]2([C:29]([F:32])([F:31])[F:30])[O:13][N:12]=[C:11]([C:14]3[CH:27]=[CH:26][C:17]([C:18]([NH:20][N:21]4[CH:25]=[CH:24][CH:23]=[N:22]4)=[O:19])=[C:16]([CH3:28])[CH:15]=3)[CH2:10]2)[CH:5]=[C:6]([Cl:8])[CH:7]=1.[H-].[Na+].[H][H].[C:37](Cl)(=[O:39])[CH3:38], predict the reaction product. The product is: [C:37]([N:20]([N:21]1[CH:25]=[CH:24][CH:23]=[N:22]1)[C:18](=[O:19])[C:17]1[CH:26]=[CH:27][C:14]([C:11]2[CH2:10][C:9]([C:4]3[CH:3]=[C:2]([Cl:1])[CH:7]=[C:6]([Cl:8])[CH:5]=3)([C:29]([F:30])([F:32])[F:31])[O:13][N:12]=2)=[CH:15][C:16]=1[CH3:28])(=[O:39])[CH3:38]. (3) Given the reactants Br[CH2:2][CH2:3][CH2:4][CH2:5][CH2:6][O:7][C:8]1[CH:13]=[CH:12][CH:11]=[C:10]([N+:14]([O-:16])=[O:15])[CH:9]=1.[F:17][C:18]1[CH:23]=[CH:22][C:21]([N:24]2[CH2:29][CH2:28][NH:27][CH2:26][CH2:25]2)=[CH:20][CH:19]=1.C(=O)([O-])[O-].[K+].[K+], predict the reaction product. The product is: [F:17][C:18]1[CH:19]=[CH:20][C:21]([N:24]2[CH2:29][CH2:28][N:27]([CH2:2][CH2:3][CH2:4][CH2:5][CH2:6][O:7][C:8]3[CH:13]=[CH:12][CH:11]=[C:10]([N+:14]([O-:16])=[O:15])[CH:9]=3)[CH2:26][CH2:25]2)=[CH:22][CH:23]=1. (4) Given the reactants CO[C:3](=[O:12])[C:4]1[CH:9]=[CH:8][CH:7]=[CH:6][C:5]=1[CH2:10]Br.[Cl:13][C:14]1[CH:19]=[CH:18][CH:17]=[CH:16][C:15]=1[CH2:20][CH2:21][CH2:22][NH2:23].C([O-])([O-])=O.[K+].[K+].C(OCC)(=O)C, predict the reaction product. The product is: [Cl:13][C:14]1[CH:19]=[CH:18][CH:17]=[CH:16][C:15]=1[CH2:20][CH2:21][CH2:22][N:23]1[CH2:10][C:5]2[C:4](=[CH:9][CH:8]=[CH:7][CH:6]=2)[C:3]1=[O:12]. (5) Given the reactants [CH2:1]([O:8][N:9]1[C:18]2[C:13](=[CH:14][C:15]([C:19]([O:21]C)=[O:20])=[CH:16][N:17]=2)[C:12]([OH:23])=[C:11]([C:24]([O:26][CH2:27][CH3:28])=[O:25])[C:10]1=[O:29])[C:2]1[CH:7]=[CH:6][CH:5]=[CH:4][CH:3]=1.C(ON1C2C(=CC(C(OCC)=O)=CN=2)C(O)=C(C(OCC)=O)C1=O)C1C=CC=CC=1.[OH-].[Na+], predict the reaction product. The product is: [CH2:1]([O:8][N:9]1[C:18]2[N:17]=[CH:16][C:15]([C:19]([OH:21])=[O:20])=[CH:14][C:13]=2[C:12]([OH:23])=[C:11]([C:24]([O:26][CH2:27][CH3:28])=[O:25])[C:10]1=[O:29])[C:2]1[CH:7]=[CH:6][CH:5]=[CH:4][CH:3]=1. (6) The product is: [Br:1][C:2]1[C:3](=[O:27])[N:4]([CH2:18][C:19]2[CH:24]=[CH:23][C:22]([CH2:25][N:29]([CH3:30])[CH3:28])=[CH:21][CH:20]=2)[CH:5]=[CH:6][C:7]=1[O:8][CH2:9][C:10]1[CH:15]=[CH:14][C:13]([F:16])=[CH:12][C:11]=1[F:17]. Given the reactants [Br:1][C:2]1[C:3](=[O:27])[N:4]([CH2:18][C:19]2[CH:24]=[CH:23][C:22]([CH2:25]Cl)=[CH:21][CH:20]=2)[CH:5]=[CH:6][C:7]=1[O:8][CH2:9][C:10]1[CH:15]=[CH:14][C:13]([F:16])=[CH:12][C:11]=1[F:17].[CH3:28][NH:29][CH3:30], predict the reaction product. (7) Given the reactants [CH2:1]([C:3]1[C:4]([CH3:13])([CH3:12])[C@@H:5]([C:8](=[CH2:11])[CH:9]=[O:10])[CH2:6][CH:7]=1)[CH3:2].[H-].[H-].[H-].[H-].[Li+].[Al+3].O.[OH-].[Na+], predict the reaction product. The product is: [CH2:1]([C:3]1[C:4]([CH3:12])([CH3:13])[C@@H:5]([C:8](=[CH2:11])[CH2:9][OH:10])[CH2:6][CH:7]=1)[CH3:2].